From a dataset of Forward reaction prediction with 1.9M reactions from USPTO patents (1976-2016). Predict the product of the given reaction. (1) Given the reactants C1C[O:4]CC1.[CH2:6]([C:9]1[C:10]([Cl:19])=[N:11][C:12]2[N:13]([N:16]=[CH:17][CH:18]=2)[C:14]=1[Cl:15])[CH:7]=C.I([O-])(=O)(=O)=O.[Na+].S([O-])([O-])=O.[Na+].[Na+], predict the reaction product. The product is: [Cl:19][C:10]1[C:9]([CH2:6][CH:7]=[O:4])=[C:14]([Cl:15])[N:13]2[N:16]=[CH:17][CH:18]=[C:12]2[N:11]=1. (2) Given the reactants [C:1]([C:3]1[CH:17]=[CH:16][C:6]([C:7]([NH:9][CH2:10][CH2:11][C:12]([F:15])([F:14])[F:13])=[O:8])=[CH:5][CH:4]=1)#[N:2].Cl.[NH2:19][OH:20].CCN(C(C)C)C(C)C, predict the reaction product. The product is: [OH:20][N:19]=[C:1]([C:3]1[CH:4]=[CH:5][C:6]([C:7]([NH:9][CH2:10][CH2:11][C:12]([F:14])([F:13])[F:15])=[O:8])=[CH:16][CH:17]=1)[NH2:2]. (3) The product is: [OH:18][CH2:19][N:20]1[C:28]([CH2:29][CH2:30][CH3:31])=[N:27][C:26]2[C:21]1=[N:22][C:23]([C:35]([C:48]1[CH:53]=[CH:52][CH:51]=[CH:50][CH:49]=1)([C:36]1[CH:37]=[CH:38][CH:39]=[CH:40][CH:41]=1)[C:42]1[CH:47]=[CH:46][CH:45]=[CH:44][CH:43]=1)=[N:24][C:25]=2[NH:32][O:33][CH3:34]. Given the reactants [Si]([O:18][CH2:19][N:20]1[C:28]([CH2:29][CH2:30][CH3:31])=[N:27][C:26]2[C:21]1=[N:22][C:23]([C:35]([C:48]1[CH:53]=[CH:52][CH:51]=[CH:50][CH:49]=1)([C:42]1[CH:47]=[CH:46][CH:45]=[CH:44][CH:43]=1)[C:36]1[CH:41]=[CH:40][CH:39]=[CH:38][CH:37]=1)=[N:24][C:25]=2[NH:32][O:33][CH3:34])(C(C)(C)C)(C1C=CC=CC=1)C1C=CC=CC=1.CCCC[N+](CCCC)(CCCC)CCCC.[F-], predict the reaction product.